Predict the reactants needed to synthesize the given product. From a dataset of Full USPTO retrosynthesis dataset with 1.9M reactions from patents (1976-2016). (1) Given the product [NH2:34][C@H:9]([CH2:8][C:5]1[CH:4]=[CH:3][C:2]([Cl:1])=[CH:7][CH:6]=1)[C:10]([N:12]1[CH2:17][CH2:16][N:15]([C:18]2[C:23]([C:24]3[CH:25]=[CH:26][CH:27]=[CH:28][CH:29]=3)=[CH:22][N:21]=[C:20]3[NH:30][CH:31]=[C:32]([CH3:33])[C:19]=23)[CH2:14][CH2:13]1)=[O:11], predict the reactants needed to synthesize it. The reactants are: [Cl:1][C:2]1[CH:7]=[CH:6][C:5]([CH2:8][C@@H:9]([NH:34]C(=O)OC(C)(C)C)[C:10]([N:12]2[CH2:17][CH2:16][N:15]([C:18]3[C:23]([C:24]4[CH:29]=[CH:28][CH:27]=[CH:26][CH:25]=4)=[CH:22][N:21]=[C:20]4[NH:30][CH:31]=[C:32]([CH3:33])[C:19]=34)[CH2:14][CH2:13]2)=[O:11])=[CH:4][CH:3]=1.C(O)(C(F)(F)F)=O.C1(N)C(F)=C(F)C(F)=C(N)C=1F.Cl.Cl. (2) Given the product [CH:23]([C:16]1[CH:15]=[CH:14][C:13]([CH:17]([CH3:18])[CH3:19])=[CH:12][C:11]=1[Br:21])([CH3:24])[CH3:22], predict the reactants needed to synthesize it. The reactants are: FC(F)(F)C(O)=O.C([C:11]1([Br:21])[CH:16]=[CH:15][CH:14]=[C:13]([CH:17]([CH3:19])[CH3:18])[CH:12]1N)(C)C.[CH2:22](ON=O)[CH2:23][CH:24](C)C.O[PH2]=O. (3) Given the product [CH3:1][O:2][C:3](=[O:14])[CH:4]=[CH:5][C:6]1[CH:11]=[CH:10][C:9]([CH2:12][NH:15][CH2:16][CH2:17][CH2:18][OH:19])=[CH:8][CH:7]=1, predict the reactants needed to synthesize it. The reactants are: [CH3:1][O:2][C:3](=[O:14])[CH:4]=[CH:5][C:6]1[CH:11]=[CH:10][C:9]([CH:12]=O)=[CH:8][CH:7]=1.[NH2:15][CH2:16][CH2:17][CH2:18][OH:19]. (4) Given the product [CH3:11][O:12][C:13]1[CH:14]=[CH:15][C:16]([N:19]2[CH2:20][CH2:21][N:22]([C:25]3[C:26]([CH3:39])=[C:27]([CH3:38])[C:28]4[O:32][C:31]([CH3:34])([CH3:33])[C:30]([C:2]5[CH:10]=[CH:9][C:5]([N:6]([CH3:8])[CH3:7])=[CH:4][CH:3]=5)([OH:35])[C:29]=4[C:36]=3[CH3:37])[CH2:23][CH2:24]2)=[CH:17][CH:18]=1, predict the reactants needed to synthesize it. The reactants are: Br[C:2]1[CH:10]=[CH:9][C:5]([N:6]([CH3:8])[CH3:7])=[CH:4][CH:3]=1.[CH3:11][O:12][C:13]1[CH:18]=[CH:17][C:16]([N:19]2[CH2:24][CH2:23][N:22]([C:25]3[C:26]([CH3:39])=[C:27]([CH3:38])[C:28]4[O:32][C:31]([CH3:34])([CH3:33])[C:30](=[O:35])[C:29]=4[C:36]=3[CH3:37])[CH2:21][CH2:20]2)=[CH:15][CH:14]=1. (5) Given the product [N:10]1([S:7]([C:1]2[CH:2]=[CH:3][CH:4]=[CH:5][C:6]=2[CH:28]=[O:29])(=[O:9])=[O:8])[CH2:11][CH2:12][CH2:13][CH2:14]1, predict the reactants needed to synthesize it. The reactants are: [C:1]1([S:7]([N:10]2[CH2:14][CH2:13][CH2:12][CH2:11]2)(=[O:9])=[O:8])[CH:6]=[CH:5][CH:4]=[CH:3][CH:2]=1.CCCCCC.[Li]CCCC.N1(C=O)CC[O:29][CH2:28]C1. (6) The reactants are: ClCCl.[C:4]([O:12][CH2:13][CH3:14])(=[O:11])[CH2:5][C:6]([O:8][CH2:9][CH3:10])=[O:7].[C:15]1(=O)[CH2:18][CH2:17][CH2:16]1.N1C=CC=CC=1.C1(C)C=CC=CC=1. Given the product [C:15]1(=[C:5]([C:6]([O:8][CH2:9][CH3:10])=[O:7])[C:4]([O:12][CH2:13][CH3:14])=[O:11])[CH2:18][CH2:17][CH2:16]1, predict the reactants needed to synthesize it. (7) Given the product [Cl:1][C:2]1[C:3]([F:25])=[C:4]([C:17]2[CH:22]=[C:21]([O:23][CH3:24])[N:20]=[CH:19][N:18]=2)[C:5]([N:8]2[CH:12]=[C:11]([Cl:33])[N:10]=[N:9]2)=[CH:6][CH:7]=1, predict the reactants needed to synthesize it. The reactants are: [Cl:1][C:2]1[C:3]([F:25])=[C:4]([C:17]2[CH:22]=[C:21]([O:23][CH3:24])[N:20]=[CH:19][N:18]=2)[C:5]([N:8]2[CH:12]=[C:11]([Si](C)(C)C)[N:10]=[N:9]2)=[CH:6][CH:7]=1.C1C(=O)N([Cl:33])C(=O)C1. (8) Given the product [Br:9][C:10]1[CH:17]=[CH:16][C:15]([C:18]([F:21])([F:20])[F:19])=[CH:14][C:11]=1[CH2:12][N:3]1[CH2:4][CH2:5][O:1][C:2]1=[O:26], predict the reactants needed to synthesize it. The reactants are: [O:1]1[CH2:5][C:4](=O)[N:3]=[C-:2]1.[H-].[Na+].[Br:9][C:10]1[CH:17]=[CH:16][C:15]([C:18]([F:21])([F:20])[F:19])=[CH:14][C:11]=1[CH2:12]Br.CN(C=[O:26])C. (9) The reactants are: Cl.[Cl:2][C:3]1[C:11]([CH3:12])=[N:10][C:9]2[N:5]([N:6]=[C:7]3[C:15]([CH3:17])([CH3:16])[N:14]([C:18]([C:20]4[CH:25]=[CH:24][CH:23]=[CH:22][C:21]=4[O:26][CH:27]4[CH2:32][CH2:31][NH:30][CH2:29][CH2:28]4)=[O:19])[CH2:13][C:8]3=2)[C:4]=1[CH3:33].[CH3:34][C:35]([CH3:37])=O.C(O[BH-](OC(=O)C)OC(=O)C)(=O)C.[Na+].CC(O)=O.[OH-].[Na+]. Given the product [Cl:2][C:3]1[C:11]([CH3:12])=[N:10][C:9]2[N:5]([N:6]=[C:7]3[C:15]([CH3:16])([CH3:17])[N:14]([C:18]([C:20]4[CH:25]=[CH:24][CH:23]=[CH:22][C:21]=4[O:26][CH:27]4[CH2:28][CH2:29][N:30]([CH:35]([CH3:37])[CH3:34])[CH2:31][CH2:32]4)=[O:19])[CH2:13][C:8]3=2)[C:4]=1[CH3:33], predict the reactants needed to synthesize it.